Dataset: Forward reaction prediction with 1.9M reactions from USPTO patents (1976-2016). Task: Predict the product of the given reaction. (1) Given the reactants [C:1]([C:3]1[N:8]=[C:7]([NH:9]C(=O)OC(C)(C)C)[CH:6]=[CH:5][CH:4]=1)#[N:2].C(O)(C(F)(F)F)=O, predict the reaction product. The product is: [NH2:9][C:7]1[N:8]=[C:3]([C:1]#[N:2])[CH:4]=[CH:5][CH:6]=1. (2) Given the reactants [NH:1]1[CH2:6][CH2:5][CH:4]([NH:7][C:8]2[C:17]3[C:12](=[CH:13][CH:14]=[C:15]([CH:18]=[CH2:19])[CH:16]=3)[O:11][C:10](=[O:20])[CH:9]=2)[CH2:3][CH2:2]1.[O:21]1[C:26]2[CH:27]=[CH:28][C:29]([CH:31]=O)=[CH:30][C:25]=2[O:24][CH2:23][CH2:22]1, predict the reaction product. The product is: [O:21]1[C:26]2[CH:27]=[CH:28][C:29]([CH2:31][N:1]3[CH2:6][CH2:5][CH:4]([NH:7][C:8]4[C:17]5[C:12](=[CH:13][CH:14]=[C:15]([CH:18]=[CH2:19])[CH:16]=5)[O:11][C:10](=[O:20])[CH:9]=4)[CH2:3][CH2:2]3)=[CH:30][C:25]=2[O:24][CH2:23][CH2:22]1. (3) Given the reactants [CH3:1][I:2].[C:3]12([CH2:13][CH2:14][N:15]([CH2:28][CH2:29][CH2:30][CH2:31][CH3:32])[C:16]([NH:18][CH2:19][CH2:20][CH2:21][C:22]3[CH:27]=[CH:26][N:25]=[CH:24][CH:23]=3)=[O:17])[CH2:12][CH:7]3[CH2:8][CH:9]([CH2:11][CH:5]([CH2:6]3)[CH2:4]1)[CH2:10]2, predict the reaction product. The product is: [I-:2].[C:3]12([CH2:13][CH2:14][N:15]([CH2:28][CH2:29][CH2:30][CH2:31][CH3:32])[C:16](=[O:17])[NH:18][CH2:19][CH2:20][CH2:21][C:22]3[CH:23]=[CH:24][N+:25]([CH3:1])=[CH:26][CH:27]=3)[CH2:4][CH:5]3[CH2:6][CH:7]([CH2:8][CH:9]([CH2:11]3)[CH2:10]1)[CH2:12]2.